From a dataset of CYP2C19 inhibition data for predicting drug metabolism from PubChem BioAssay. Regression/Classification. Given a drug SMILES string, predict its absorption, distribution, metabolism, or excretion properties. Task type varies by dataset: regression for continuous measurements (e.g., permeability, clearance, half-life) or binary classification for categorical outcomes (e.g., BBB penetration, CYP inhibition). Dataset: cyp2c19_veith. The molecule is O=C(Nc1cccnc1Cl)C1c2ccccc2Oc2ccccc21. The result is 1 (inhibitor).